This data is from Reaction yield outcomes from USPTO patents with 853,638 reactions. The task is: Predict the reaction yield, written as a fraction of the theoretical maximum amount of product (1.0 means a 100% yield; for example, 0.34 means a 34% yield). (1) The reactants are C([O:4][CH:5]([CH2:17][CH2:18][S:19]([CH3:21])=[O:20])[C:6]([NH:8][CH2:9][CH2:10][CH2:11][CH2:12][CH2:13][CH2:14][CH2:15][CH3:16])=[O:7])(=O)C.[OH-].[Na+]. The catalyst is CO. The product is [OH:4][CH:5]([CH2:17][CH2:18][S:19]([CH3:21])=[O:20])[C:6]([NH:8][CH2:9][CH2:10][CH2:11][CH2:12][CH2:13][CH2:14][CH2:15][CH3:16])=[O:7]. The yield is 0.650. (2) The reactants are [CH3:1][O:2][C:3]1[CH:4]=[CH:5][CH:6]=[C:7]2[C:12]=1[CH:11]=[N:10][C:9]([OH:13])=[CH:8]2.C(N(CC)C(C)C)(C)C.[S:23](O[S:23]([C:26]([F:29])([F:28])[F:27])(=[O:25])=[O:24])([C:26]([F:29])([F:28])[F:27])(=[O:25])=[O:24]. The catalyst is C(Cl)Cl. The product is [F:27][C:26]([F:29])([F:28])[S:23]([O:13][C:9]1[N:10]=[CH:11][C:12]2[C:7]([CH:8]=1)=[CH:6][CH:5]=[CH:4][C:3]=2[O:2][CH3:1])(=[O:25])=[O:24]. The yield is 0.110. (3) The reactants are [Br:1][C:2]1[CH:3]=[C:4]([C:9]([CH:13]2[CH2:17][CH2:16][CH2:15][CH2:14]2)=[CH:10]OC)[C:5]([NH2:8])=[N:6][CH:7]=1.Cl(O)(=O)(=O)=O. The catalyst is O1CCOCC1. The product is [Br:1][C:2]1[CH:3]=[C:4]2[C:9]([CH:13]3[CH2:17][CH2:16][CH2:15][CH2:14]3)=[CH:10][NH:8][C:5]2=[N:6][CH:7]=1. The yield is 0.670.